Task: Predict the reactants needed to synthesize the given product.. Dataset: Full USPTO retrosynthesis dataset with 1.9M reactions from patents (1976-2016) (1) Given the product [F:62][C@@:56]1([C:59](=[O:60])[NH:41][C@@H:40]([CH:42]([CH3:44])[CH3:43])[C:39]([N:38]([C@@H:33]([C@@H:34]([CH3:37])[CH2:35][CH3:36])[C@H:3]([O:2][CH3:1])[CH2:4][C:5]([N:7]2[CH2:11][CH2:10][CH2:9][C@H:8]2[C@H:12]([O:31][CH3:32])[C@@H:13]([CH3:30])[C:14](=[O:29])[NH:15][C@H:16]([C:24]2[S:25][CH:26]=[CH:27][N:28]=2)[CH2:17][C:18]2[CH:19]=[CH:20][CH:21]=[CH:22][CH:23]=2)=[O:6])[CH3:46])=[O:45])[CH2:57][CH2:58][N:54]([C:52]([O:51][C:47]([CH3:48])([CH3:49])[CH3:50])=[O:53])[CH2:55]1, predict the reactants needed to synthesize it. The reactants are: [CH3:1][O:2][C@@H:3]([C@@H:33]([N:38]([CH3:46])[C:39](=[O:45])[C@H:40]([CH:42]([CH3:44])[CH3:43])[NH2:41])[C@@H:34]([CH3:37])[CH2:35][CH3:36])[CH2:4][C:5]([N:7]1[CH2:11][CH2:10][CH2:9][C@H:8]1[C@H:12]([O:31][CH3:32])[C@@H:13]([CH3:30])[C:14](=[O:29])[NH:15][C@H:16]([C:24]1[S:25][CH:26]=[CH:27][N:28]=1)[CH2:17][C:18]1[CH:23]=[CH:22][CH:21]=[CH:20][CH:19]=1)=[O:6].[C:47]([O:51][C:52]([N:54]1[CH2:58][CH2:57][C@@:56]([F:62])([C:59](O)=[O:60])[CH2:55]1)=[O:53])([CH3:50])([CH3:49])[CH3:48].CN(C(ON1N=NC2C=CC=NC1=2)=[N+](C)C)C.F[P-](F)(F)(F)(F)F.C(N(C(C)C)CC)(C)C. (2) Given the product [C:38]([O:37][C:35]([N:33]1[CH2:34][C:31]([CH3:30])([NH:42][C:2]2[CH:3]=[C:4]3[C:13](=[CH:14][C:15]=2[C:16]([F:19])([F:18])[F:17])[O:12][CH2:11][C:10]2[N:5]3[CH:6]([CH3:29])[C:7](=[O:28])[N:8]([CH2:20][O:21][CH2:22][CH2:23][Si:24]([CH3:27])([CH3:26])[CH3:25])[N:9]=2)[CH2:32]1)=[O:36])([CH3:41])([CH3:39])[CH3:40], predict the reactants needed to synthesize it. The reactants are: Br[C:2]1[CH:3]=[C:4]2[C:13](=[CH:14][C:15]=1[C:16]([F:19])([F:18])[F:17])[O:12][CH2:11][C:10]1[N:5]2[CH:6]([CH3:29])[C:7](=[O:28])[N:8]([CH2:20][O:21][CH2:22][CH2:23][Si:24]([CH3:27])([CH3:26])[CH3:25])[N:9]=1.[CH3:30][C:31]1([NH2:42])[CH2:34][N:33]([C:35]([O:37][C:38]([CH3:41])([CH3:40])[CH3:39])=[O:36])[CH2:32]1.C([O-])([O-])=O.[Cs+].[Cs+].C1C=CC(P(C2C(C3C(P(C4C=CC=CC=4)C4C=CC=CC=4)=CC=C4C=3C=CC=C4)=C3C(C=CC=C3)=CC=2)C2C=CC=CC=2)=CC=1. (3) Given the product [F:25][C:5]1[CH:6]=[CH:7][CH:8]=[C:9]2[C:4]=1[N:3]=[C:2]([C:29]1[CH:30]=[CH:31][CH:32]=[CH:33][C:28]=1[S:27][CH3:26])[C:11]([C@@H:12]([N:14]1[C:22](=[O:23])[C:21]3[C:16](=[CH:17][CH:18]=[CH:19][CH:20]=3)[C:15]1=[O:24])[CH3:13])=[CH:10]2, predict the reactants needed to synthesize it. The reactants are: Cl[C:2]1[C:11]([C@@H:12]([N:14]2[C:22](=[O:23])[C:21]3[C:16](=[CH:17][CH:18]=[CH:19][CH:20]=3)[C:15]2=[O:24])[CH3:13])=[CH:10][C:9]2[C:4](=[C:5]([F:25])[CH:6]=[CH:7][CH:8]=2)[N:3]=1.[CH3:26][S:27][C:28]1[CH:33]=[CH:32][CH:31]=[CH:30][C:29]=1B(O)O.C(=O)([O-])[O-].[K+].[K+]. (4) Given the product [CH:11]1([C:14]2[N:1]=[C:2]3[N:3]=[C:4]([CH3:10])[CH:5]=[C:6]([OH:9])[N:7]3[N:8]=2)[CH2:13][CH2:12]1, predict the reactants needed to synthesize it. The reactants are: [NH2:1][C:2]1[N:7]([NH2:8])[C:6](=[O:9])[CH:5]=[C:4]([CH3:10])[N:3]=1.[CH:11]1([C:14](Cl)=O)[CH2:13][CH2:12]1. (5) The reactants are: [Br:1][C:2]1[CH:7]=[CH:6][C:5]([CH:8]([OH:11])[CH2:9][CH3:10])=[C:4]([F:12])[CH:3]=1. Given the product [Br:1][C:2]1[CH:7]=[CH:6][C:5]([C:8](=[O:11])[CH2:9][CH3:10])=[C:4]([F:12])[CH:3]=1, predict the reactants needed to synthesize it. (6) Given the product [CH3:12][N:11]1[C:10](=[O:13])[C:9]2[C:4](=[CH:5][CH:6]=[CH:7][CH:8]=2)[N:3]=[C:2]1[CH:1]=[CH:22][C:14]1[CH:19]=[CH:18][C:17]([CH3:20])=[CH:16][CH:15]=1, predict the reactants needed to synthesize it. The reactants are: [CH3:1][C:2]1[N:11]([CH3:12])[C:10](=[O:13])[C:9]2[C:4](=[CH:5][CH:6]=[CH:7][CH:8]=2)[N:3]=1.[C:14]1([CH3:22])[CH:19]=[CH:18][C:17]([CH:20]=O)=[CH:16][CH:15]=1. (7) The reactants are: [CH3:1][O:2][C:3]1[CH:8]=[CH:7][C:6]([C:9]2[S:10][CH:11]=[CH:12][C:13]=2[CH3:14])=[CH:5][N:4]=1.[Li]CCCC.[S:20](Cl)([Cl:23])(=[O:22])=[O:21]. Given the product [CH3:1][O:2][C:3]1[N:4]=[CH:5][C:6]([C:9]2[S:10][C:11]([S:20]([Cl:23])(=[O:22])=[O:21])=[CH:12][C:13]=2[CH3:14])=[CH:7][CH:8]=1, predict the reactants needed to synthesize it. (8) The reactants are: [Cl:1][C:2]1[CH:3]=[C:4]([N:22]2[C:27](=[O:28])[NH:26][C:25](=[O:29])[C:24]([C:30]#[N:31])=[N:23]2)[CH:5]=[C:6]([Cl:21])[C:7]=1[O:8][C:9]1[CH:14]=[C:13]([CH:15]([CH3:17])[CH3:16])[C:12](=[O:18])[N:11]([CH2:19][OH:20])[N:10]=1.C(N(CC)C(C)C)(C)C.[C:41](Cl)(=[O:43])[CH3:42]. Given the product [Cl:21][C:6]1[CH:5]=[C:4]([N:22]2[C:27](=[O:28])[NH:26][C:25](=[O:29])[C:24]([C:30]#[N:31])=[N:23]2)[CH:3]=[C:2]([Cl:1])[C:7]=1[O:8][C:9]1[CH:14]=[C:13]([CH:15]([CH3:17])[CH3:16])[C:12](=[O:18])[N:11]([CH2:19][O:20][C:41](=[O:43])[CH3:42])[N:10]=1, predict the reactants needed to synthesize it.